This data is from Peptide-MHC class I binding affinity with 185,985 pairs from IEDB/IMGT. The task is: Regression. Given a peptide amino acid sequence and an MHC pseudo amino acid sequence, predict their binding affinity value. This is MHC class I binding data. (1) The peptide sequence is FLQQRKPPL. The MHC is HLA-A26:01 with pseudo-sequence HLA-A26:01. The binding affinity (normalized) is 0.0847. (2) The peptide sequence is NISGYNFSLG. The MHC is H-2-Db with pseudo-sequence H-2-Db. The binding affinity (normalized) is 0. (3) The peptide sequence is FAIVPPLQI. The MHC is HLA-A02:01 with pseudo-sequence HLA-A02:01. The binding affinity (normalized) is 0.0847. (4) The peptide sequence is FSILFSNNF. The MHC is HLA-B15:03 with pseudo-sequence HLA-B15:03. The binding affinity (normalized) is 0.687.